From a dataset of Peptide-MHC class II binding affinity with 134,281 pairs from IEDB. Regression. Given a peptide amino acid sequence and an MHC pseudo amino acid sequence, predict their binding affinity value. This is MHC class II binding data. (1) The binding affinity (normalized) is 0.199. The MHC is HLA-DQA10301-DQB10302 with pseudo-sequence HLA-DQA10301-DQB10302. The peptide sequence is AKDVIPEGWKADTAY. (2) The peptide sequence is ARTDLLAFTAFPKKI. The MHC is HLA-DPA10103-DPB10401 with pseudo-sequence HLA-DPA10103-DPB10401. The binding affinity (normalized) is 0.618.